From a dataset of Peptide-MHC class I binding affinity with 185,985 pairs from IEDB/IMGT. Regression. Given a peptide amino acid sequence and an MHC pseudo amino acid sequence, predict their binding affinity value. This is MHC class I binding data. (1) The peptide sequence is RPRHQGVMV. The MHC is HLA-A11:01 with pseudo-sequence HLA-A11:01. The binding affinity (normalized) is 0.0847. (2) The peptide sequence is LYKLMGHFSW. The MHC is HLA-A29:02 with pseudo-sequence HLA-A29:02. The binding affinity (normalized) is 0.168. (3) The peptide sequence is NEGPQREPW. The MHC is Mamu-B52 with pseudo-sequence Mamu-B52. The binding affinity (normalized) is 0.294. (4) The peptide sequence is ADILLHSTYF. The MHC is Mamu-A02 with pseudo-sequence Mamu-A02. The binding affinity (normalized) is 0.0707. (5) The peptide sequence is NQECWDSVF. The MHC is HLA-A02:03 with pseudo-sequence HLA-A02:03. The binding affinity (normalized) is 0.0847. (6) The peptide sequence is ILSDENYLLK. The MHC is HLA-A68:01 with pseudo-sequence HLA-A68:01. The binding affinity (normalized) is 0.276. (7) The peptide sequence is FILHTANL. The MHC is H-2-Kb with pseudo-sequence H-2-Kb. The binding affinity (normalized) is 0.482.